Regression/Classification. Given a drug SMILES string, predict its absorption, distribution, metabolism, or excretion properties. Task type varies by dataset: regression for continuous measurements (e.g., permeability, clearance, half-life) or binary classification for categorical outcomes (e.g., BBB penetration, CYP inhibition). Dataset: cyp2c19_veith. From a dataset of CYP2C19 inhibition data for predicting drug metabolism from PubChem BioAssay. (1) The molecule is CC1=C2C(=O)[C@@H]3[C@@H](CC=C4C[C@@H](O)CC[C@@]43C)[C@H]2CC[C@@]12O[C@H]1C[C@H](C)CN[C@H]1[C@@H]2C. The result is 0 (non-inhibitor). (2) The drug is O=C1c2cc([N+](=O)[O-])ccc2-c2ccc3c4ccc5c6c(ccc(c7ccc1c2c73)c64)C(=O)c1cc([N+](=O)[O-])ccc1-5. The result is 0 (non-inhibitor). (3) The molecule is C[C@@]12CC[C@H](O)C[C@@H]1CC[C@@H]1[C@@H]2CC[C@@]2(C)[C@@H](C(=O)C[C@H](O)C(F)(F)F)CC[C@H]12. The result is 0 (non-inhibitor). (4) The compound is CCOC(=O)N/N=C1/C[C@@H](O)[C@@H](O)[C@@H]2[C@@H]3C(=O)N(Cc4ccccc4)C(=O)[C@H]3CC[C@@H]12. The result is 0 (non-inhibitor).